Dataset: Catalyst prediction with 721,799 reactions and 888 catalyst types from USPTO. Task: Predict which catalyst facilitates the given reaction. (1) Reactant: CCCCCC.[Li]CCCC.[CH3:12][Si:13]([CH3:28])([CH3:27])[CH2:14][CH2:15][O:16][CH2:17][N:18]1[C:22]2=[N:23][CH:24]=[CH:25][CH:26]=[C:21]2[CH:20]=[CH:19]1.[B:29](OC(C)C)([O:34]C(C)C)[O:30]C(C)C. Product: [CH3:12][Si:13]([CH3:28])([CH3:27])[CH2:14][CH2:15][O:16][CH2:17][N:18]1[C:22]2=[N:23][CH:24]=[CH:25][CH:26]=[C:21]2[CH:20]=[C:19]1[B:29]([OH:34])[OH:30]. The catalyst class is: 1. (2) Reactant: [CH2:1]([C:3]1[CH:4]=[C:5]([C:9]2[C:14]([F:15])=[CH:13][CH:12]=[CH:11][C:10]=2[C:16]([CH:24]2[CH2:29][CH2:28][N:27]([C:30]([C:32]3[CH:33]=[C:34]([CH:44]=[CH:45][CH:46]=3)[CH2:35][NH:36]C(=O)OC(C)(C)C)=[O:31])[CH2:26][CH2:25]2)([OH:23])[CH2:17][CH2:18][CH2:19][CH2:20][O:21][CH3:22])[CH:6]=[CH:7][CH:8]=1)[CH3:2].Cl. Product: [NH2:36][CH2:35][C:34]1[CH:33]=[C:32]([C:30]([N:27]2[CH2:26][CH2:25][CH:24]([C:16]([C:10]3[CH:11]=[CH:12][CH:13]=[C:14]([F:15])[C:9]=3[C:5]3[CH:6]=[CH:7][CH:8]=[C:3]([CH2:1][CH3:2])[CH:4]=3)([OH:23])[CH2:17][CH2:18][CH2:19][CH2:20][O:21][CH3:22])[CH2:29][CH2:28]2)=[O:31])[CH:46]=[CH:45][CH:44]=1. The catalyst class is: 23. (3) Reactant: [C:1]1([S:7]([NH:10][C:11]2[C:16](I)=[CH:15][C:14]([S:18][CH3:19])=[CH:13][N:12]=2)(=[O:9])=[O:8])[CH:6]=[CH:5][CH:4]=[CH:3][CH:2]=1.[CH2:20]([O:22][C:23]([C:25]1[CH:26]=[CH:27][C:28]([C:31]#[C:32][Si](C)(C)C)=[N:29][CH:30]=1)=[O:24])[CH3:21].C([O-])(=O)C.[K+].O. Product: [CH2:20]([O:22][C:23](=[O:24])[C:25]1[CH:26]=[CH:27][C:28]([C:31]2[N:10]([S:7]([C:1]3[CH:6]=[CH:5][CH:4]=[CH:3][CH:2]=3)(=[O:9])=[O:8])[C:11]3=[N:12][CH:13]=[C:14]([S:18][CH3:19])[CH:15]=[C:16]3[CH:32]=2)=[N:29][CH:30]=1)[CH3:21]. The catalyst class is: 12. (4) Reactant: [C:1]([O:10]C)(=O)[C:2]1[C:3](=[CH:5][CH:6]=[CH:7][CH:8]=1)[SH:4].[C:12]([C:14]1[N:19]=[C:18]([C:20]([NH:22][CH2:23][CH2:24][CH3:25])=[O:21])[CH:17]=[CH:16][CH:15]=1)#[N:13].C(N(CC)CC)C. Product: [O:10]=[C:1]1[C:2]2[CH:8]=[CH:7][CH:6]=[CH:5][C:3]=2[S:4][C:12]([C:14]2[N:19]=[C:18]([C:20]([NH:22][CH2:23][CH2:24][CH3:25])=[O:21])[CH:17]=[CH:16][CH:15]=2)=[N:13]1. The catalyst class is: 11.